From a dataset of Catalyst prediction with 721,799 reactions and 888 catalyst types from USPTO. Predict which catalyst facilitates the given reaction. (1) Reactant: [NH2:1][C:2]1[S:12][C:5]2[CH2:6][N:7]([CH2:10][CH3:11])[CH2:8][CH2:9][C:4]=2[C:3]=1[C:13]([NH2:15])=[O:14].[O-:16][C:17]#[N:18].[Na+]. Product: [CH2:10]([N:7]1[CH2:8][CH2:9][C:4]2[C:3]([C:13]([NH2:15])=[O:14])=[C:2]([NH:1][C:17]([NH2:18])=[O:16])[S:12][C:5]=2[CH2:6]1)[CH3:11]. The catalyst class is: 86. (2) Reactant: [CH2:1]([S:3]([C:6]1[CH:11]=[CH:10][C:9]([C:12]2[N:17]=[C:16]([C:18]3[NH:27][C:26](=[O:28])[C:25]4[C:20](=[CH:21][C:22]([O:31][CH3:32])=[CH:23][C:24]=4[O:29][CH3:30])[N:19]=3)[CH:15]=[CH:14][C:13]=2[O:33][CH2:34][CH2:35]O)=[CH:8][CH:7]=1)(=[O:5])=[O:4])[CH3:2].P(Br)(Br)[Br:38]. Product: [Br:38][CH2:35][CH2:34][O:33][C:13]1[CH:14]=[CH:15][C:16]([C:18]2[NH:27][C:26](=[O:28])[C:25]3[C:20](=[CH:21][C:22]([O:31][CH3:32])=[CH:23][C:24]=3[O:29][CH3:30])[N:19]=2)=[N:17][C:12]=1[C:9]1[CH:10]=[CH:11][C:6]([S:3]([CH2:1][CH3:2])(=[O:5])=[O:4])=[CH:7][CH:8]=1. The catalyst class is: 3. (3) Reactant: [CH3:1][O:2][C:3](=[O:15])[C:4]1[C:9]([N+:10]([O-:12])=[O:11])=[CH:8][CH:7]=[CH:6][C:5]=1[CH2:13]Br.[NH:16]1[CH2:21][CH2:20][O:19][CH2:18][CH2:17]1.C(=O)([O-])[O-].[K+].[K+].[I-].[K+]. Product: [CH3:1][O:2][C:3](=[O:15])[C:4]1[C:9]([N+:10]([O-:12])=[O:11])=[CH:8][CH:7]=[CH:6][C:5]=1[CH2:13][N:16]1[CH2:21][CH2:20][O:19][CH2:18][CH2:17]1. The catalyst class is: 18. (4) Reactant: O[C:2]1([C:7]2[C:17]3[O:16][CH2:15][CH2:14][N:13](C(OC(C)(C)C)=O)[CH2:12][C:11]=3[CH:10]=[CH:9][CH:8]=2)[CH2:6][CH2:5][CH2:4][CH2:3]1.C(OCC)(=O)C.[ClH:31]. Product: [ClH:31].[C:2]1([C:7]2[C:17]3[O:16][CH2:15][CH2:14][NH:13][CH2:12][C:11]=3[CH:10]=[CH:9][CH:8]=2)[CH2:6][CH2:5][CH2:4][CH:3]=1. The catalyst class is: 13. (5) Reactant: [OH:1][C:2]1[NH:7][C:6](=[O:8])[N:5]([CH2:9][C:10]2[CH:15]=[CH:14][CH:13]=[CH:12][CH:11]=2)[C:4](=[O:16])[C:3]=1[C:17]([O:19]CC)=O.C1CCN2C(=NCCC2)CC1.[NH2:33][CH2:34][C:35]([OH:37])=[O:36]. Product: [OH:1][C:2]1[NH:7][C:6](=[O:8])[N:5]([CH2:9][C:10]2[CH:11]=[CH:12][CH:13]=[CH:14][CH:15]=2)[C:4](=[O:16])[C:3]=1[C:17]([NH:33][CH2:34][C:35]([OH:37])=[O:36])=[O:19]. The catalyst class is: 162. (6) Reactant: [H-].[Al+3].[Li+].[H-].[H-].[H-].[CH2:7]([O:14][CH2:15][CH:16]1[CH2:19][C:18]([N:22]2[CH2:27][CH2:26][CH2:25][CH2:24][CH2:23]2)([C:20]#[N:21])[CH2:17]1)[C:8]1[CH:13]=[CH:12][CH:11]=[CH:10][CH:9]=1.O.[OH-].[Na+]. Product: [CH2:7]([O:14][CH2:15][CH:16]1[CH2:17][C:18]([CH2:20][NH2:21])([N:22]2[CH2:27][CH2:26][CH2:25][CH2:24][CH2:23]2)[CH2:19]1)[C:8]1[CH:9]=[CH:10][CH:11]=[CH:12][CH:13]=1. The catalyst class is: 28. (7) Reactant: Br[C:2]1[C:3]2[N:4]([CH:9]=[CH:10][N:11]=2)[N:5]=[C:6]([Cl:8])[CH:7]=1.[CH3:12][O:13][C:14]1[CH:15]=[CH:16][C:17]([NH2:22])=[N:18][C:19]=1[O:20][CH3:21].[H-].[Na+]. Product: [Cl:8][C:6]1[CH:7]=[C:2]([NH:22][C:17]2[CH:16]=[CH:15][C:14]([O:13][CH3:12])=[C:19]([O:20][CH3:21])[N:18]=2)[C:3]2[N:4]([CH:9]=[CH:10][N:11]=2)[N:5]=1. The catalyst class is: 3.